From a dataset of Full USPTO retrosynthesis dataset with 1.9M reactions from patents (1976-2016). Predict the reactants needed to synthesize the given product. (1) Given the product [F:1][C:2]1[CH:3]=[C:4]([C:8]2[C:17]3[O:16][C@@H:15]([CH3:18])[CH2:14][NH:13][CH2:12][C:11]=3[S:10][CH:9]=2)[CH:5]=[CH:6][CH:7]=1, predict the reactants needed to synthesize it. The reactants are: [F:1][C:2]1[CH:3]=[C:4]([C:8]2[C:17]3[O:16][C@@H:15]([CH3:18])[CH2:14][N:13](C(OC(C)(C)C)=O)[CH2:12][C:11]=3[S:10][CH:9]=2)[CH:5]=[CH:6][CH:7]=1. (2) The reactants are: [NH2:1][C:2]1[CH:7]=[CH:6][C:5]([C:8]2[CH:13]=[C:12]([C:14]([F:17])([F:16])[F:15])[CH:11]=[CH:10][C:9]=2[O:18][CH2:19][C:20]([O:22][C:23]([CH3:26])([CH3:25])[CH3:24])=[O:21])=[C:4]([Cl:27])[CH:3]=1.C(N(CC)CC)C.Cl[C:36]([O:38][CH3:39])=[O:37]. Given the product [Cl:27][C:4]1[CH:3]=[C:2]([NH:1][C:36]([O:38][CH3:39])=[O:37])[CH:7]=[CH:6][C:5]=1[C:8]1[CH:13]=[C:12]([C:14]([F:17])([F:16])[F:15])[CH:11]=[CH:10][C:9]=1[O:18][CH2:19][C:20]([O:22][C:23]([CH3:24])([CH3:26])[CH3:25])=[O:21], predict the reactants needed to synthesize it. (3) Given the product [Br:1][C:2]1[CH:3]=[CH:4][C:5]([C:8]2[CH:16]=[CH:15][CH:14]=[C:13]3[C:9]=2[C:10](=[CH:33][C:30]2[NH:31][CH:32]=[C:28]([C:26]([N:21]4[CH2:20][C@H:19]([CH3:18])[NH:24][C@H:23]([CH3:25])[CH2:22]4)=[O:27])[C:29]=2[CH3:35])[C:11](=[O:17])[NH:12]3)=[CH:6][CH:7]=1, predict the reactants needed to synthesize it. The reactants are: [Br:1][C:2]1[CH:7]=[CH:6][C:5]([C:8]2[CH:16]=[CH:15][CH:14]=[C:13]3[C:9]=2[CH2:10][C:11](=[O:17])[NH:12]3)=[CH:4][CH:3]=1.[CH3:18][C@H:19]1[NH:24][C@@H:23]([CH3:25])[CH2:22][N:21]([C:26]([C:28]2[C:29]([CH3:35])=[C:30]([CH:33]=O)[NH:31][CH:32]=2)=[O:27])[CH2:20]1. (4) The reactants are: OC1C(=O)NN=C(CCC2C=CC=CC=2)C=1.C([O:24][C:25]1[N:26]=[N:27][C:28]([C:39]#[C:40][C:41]2[C:46]([F:47])=[CH:45][CH:44]=[CH:43][C:42]=2[F:48])=[CH:29][C:30]=1[O:31]CC1C=CC=CC=1)C1C=CC=CC=1. Given the product [F:48][C:42]1[CH:43]=[CH:44][CH:45]=[C:46]([F:47])[C:41]=1[CH2:40][CH2:39][C:28]1[CH:29]=[C:30]([OH:31])[C:25](=[O:24])[NH:26][N:27]=1, predict the reactants needed to synthesize it. (5) Given the product [Br:11][C:5]1[CH:6]=[C:7]([C:8]2[O:10][C:18]3[C:13]([N:12]=2)=[N:14][C:15]([CH3:20])=[CH:16][CH:17]=3)[C:2]([NH2:1])=[N:3][CH:4]=1, predict the reactants needed to synthesize it. The reactants are: [NH2:1][C:2]1[C:7]([C:8]([OH:10])=O)=[CH:6][C:5]([Br:11])=[CH:4][N:3]=1.[NH2:12][C:13]1[C:18](O)=[CH:17][CH:16]=[C:15]([CH3:20])[N:14]=1.[OH-].[Na+].